This data is from Full USPTO retrosynthesis dataset with 1.9M reactions from patents (1976-2016). The task is: Predict the reactants needed to synthesize the given product. (1) Given the product [CH3:9][C:10]1([CH3:17])[C:14]([CH3:16])([CH3:15])[O:13][B:12]([CH:2]=[CH:1][C:3]2[CH:4]=[N:5][CH:6]=[CH:7][CH:8]=2)[O:11]1, predict the reactants needed to synthesize it. The reactants are: [C:1]([C:3]1[CH:4]=[N:5][CH:6]=[CH:7][CH:8]=1)#[CH:2].[CH3:9][C:10]1([CH3:17])[C:14]([CH3:16])([CH3:15])[O:13][BH:12][O:11]1. (2) Given the product [C:17]([O:21][C:22]([CH2:23][N:9]1[C:10]2[C:6](=[CH:5][CH:4]=[C:3]([O:2][CH3:1])[CH:11]=2)[C:7]([C:12]([OH:14])=[O:13])=[CH:8]1)=[O:25])([CH3:20])([CH3:19])[CH3:18], predict the reactants needed to synthesize it. The reactants are: [CH3:1][O:2][C:3]1[CH:11]=[C:10]2[C:6]([C:7]([C:12]([OH:14])=[O:13])=[CH:8][NH:9]2)=[CH:5][CH:4]=1.[H-].[Na+].[C:17]([O:21][C:22](=[O:25])[CH2:23]Br)([CH3:20])([CH3:19])[CH3:18].[NH4+].[Cl-].Cl. (3) Given the product [NH2:21][CH2:20][C:17]1[C:18]([NH2:19])=[N:11][C:10]([C:8]2[CH:7]=[CH:6][C:5]3[O:1][CH2:2][O:3][C:4]=3[CH:9]=2)=[N:12][C:16]=1[C:15]1[CH:22]=[CH:23][C:24]([Cl:26])=[CH:25][C:14]=1[Cl:13], predict the reactants needed to synthesize it. The reactants are: [O:1]1[C:5]2[CH:6]=[CH:7][C:8]([C:10]([NH2:12])=[NH:11])=[CH:9][C:4]=2[O:3][CH2:2]1.[Cl:13][C:14]1[CH:25]=[C:24]([Cl:26])[CH:23]=[CH:22][C:15]=1[CH:16]=[C:17]([C:20]#[N:21])[C:18]#[N:19]. (4) Given the product [CH3:13][C:6]1([CH3:14])[C:7](=[O:12])[NH:8][C:9]2[N:10]=[CH:11][C:2](/[CH:17]=[CH:16]/[C:15]([O:19][C:20]([CH3:23])([CH3:22])[CH3:21])=[O:18])=[CH:3][C:4]=2[CH2:5]1, predict the reactants needed to synthesize it. The reactants are: Br[C:2]1[CH:3]=[C:4]2[C:9](=[N:10][CH:11]=1)[NH:8][C:7](=[O:12])[C:6]([CH3:14])([CH3:13])[CH2:5]2.[C:15]([O:19][C:20]([CH3:23])([CH3:22])[CH3:21])(=[O:18])[CH:16]=[CH2:17].CCN(C(C)C)C(C)C.CC1C=CC=CC=1P(C1C=CC=CC=1C)C1C=CC=CC=1C.